From a dataset of Full USPTO retrosynthesis dataset with 1.9M reactions from patents (1976-2016). Predict the reactants needed to synthesize the given product. (1) Given the product [Br:1][C:2]1[N:6]2[C:7]3[C:12]([CH2:13][CH2:14][C:5]2=[C:4]([C:21]([N:23]2[CH2:28][CH2:27][O:26][CH2:25][C:24]2([CH3:30])[CH3:29])=[O:22])[N:3]=1)=[CH:11][C:10]([O:15][CH3:16])=[C:9]([O:17][CH:18]([CH3:20])[CH3:19])[CH:8]=3.[CH3:60][O:61][C:31]([C:2]1[N:6]2[C:7]3[C:12]([CH2:13][CH2:14][C:5]2=[C:4]([C:21]([N:23]2[CH2:28][CH2:27][O:26][CH2:25][C:24]2([CH3:30])[CH3:29])=[O:22])[N:3]=1)=[CH:11][C:10]([O:15][CH3:16])=[C:9]([O:17][CH:18]([CH3:20])[CH3:19])[CH:8]=3)=[O:62], predict the reactants needed to synthesize it. The reactants are: [Br:1][C:2]1[N:6]2[C:7]3[C:12]([CH2:13][CH2:14][C:5]2=[C:4]([C:21]([N:23]2[CH2:28][CH2:27][O:26][CH2:25][C:24]2([CH3:30])[CH3:29])=[O:22])[N:3]=1)=[CH:11][C:10]([O:15][CH3:16])=[C:9]([O:17][CH:18]([CH3:20])[CH3:19])[CH:8]=3.[CH:31]1C=CC(P(C2C=CC=CC=2)CCCP(C2C=CC=CC=2)C2C=CC=CC=2)=CC=1.[CH3:60][OH:61].[OH2:62]. (2) The reactants are: [CH:1]1[CH:2]=[CH:3][C:4]2[S:9][CH:8]=[CH:7][C:5]=2[CH:6]=1.[Br:10][C:11]1[CH:12]=[C:13]([CH:16]=[CH:17][C:18]=1[F:19])[CH:14]=O. Given the product [S:9]1[C:8]([CH2:14][C:13]2[CH:16]=[CH:17][C:18]([F:19])=[C:11]([Br:10])[CH:12]=2)=[CH:7][C:5]2[CH:6]=[CH:1][CH:2]=[CH:3][C:4]1=2, predict the reactants needed to synthesize it.